From a dataset of Peptide-MHC class I binding affinity with 185,985 pairs from IEDB/IMGT. Regression. Given a peptide amino acid sequence and an MHC pseudo amino acid sequence, predict their binding affinity value. This is MHC class I binding data. The peptide sequence is YRAVVPLVY. The MHC is HLA-B58:01 with pseudo-sequence HLA-B58:01. The binding affinity (normalized) is 0.324.